Task: Predict which catalyst facilitates the given reaction.. Dataset: Catalyst prediction with 721,799 reactions and 888 catalyst types from USPTO (1) Reactant: N1C=CC=CC=1.[CH2:7]([O:14][C:15](=[O:26])[C:16]1[CH:21]=[CH:20][C:19]([O:22][C:23](Cl)=[O:24])=[CH:18][CH:17]=1)[C:8]1[CH:13]=[CH:12][CH:11]=[CH:10][CH:9]=1.Cl.[CH2:28]1[C:37]2[C:32](=[CH:33][CH:34]=[CH:35][CH:36]=2)[CH2:31][CH2:30][N:29]1[NH2:38]. Product: [CH2:7]([O:14][C:15](=[O:26])[C:16]1[CH:21]=[CH:20][C:19]([O:22][C:23](=[O:24])[NH:38][N:29]2[CH2:30][CH2:31][C:32]3[C:37](=[CH:36][CH:35]=[CH:34][CH:33]=3)[CH2:28]2)=[CH:18][CH:17]=1)[C:8]1[CH:13]=[CH:12][CH:11]=[CH:10][CH:9]=1. The catalyst class is: 4. (2) Reactant: Cl[C:2]1[CH:17]=[CH:16][C:5]([C:6]([NH:8][C:9]2[CH:14]=[CH:13][C:12]([Cl:15])=[CH:11][N:10]=2)=[O:7])=[CH:4][C:3]=1[N+:18]([O-:20])=[O:19].[C:21]([NH:28][C:29]1[CH:34]=[CH:33][C:32]([OH:35])=[CH:31][CH:30]=1)([O:23][C:24]([CH3:27])([CH3:26])[CH3:25])=[O:22].C(=O)([O-])[O-].[K+].[K+]. Product: [C:24]([O:23][C:21](=[O:22])[NH:28][C:29]1[CH:30]=[CH:31][C:32]([O:35][C:2]2[CH:17]=[CH:16][C:5]([C:6](=[O:7])[NH:8][C:9]3[CH:14]=[CH:13][C:12]([Cl:15])=[CH:11][N:10]=3)=[CH:4][C:3]=2[N+:18]([O-:20])=[O:19])=[CH:33][CH:34]=1)([CH3:27])([CH3:25])[CH3:26]. The catalyst class is: 9. (3) Reactant: [CH3:1][O:2][C:3](=[O:24])[C:4]1[CH:9]=[C:8]([C:10]([CH3:12])=[CH2:11])[C:7]([NH2:13])=[C:6]([F:14])[C:5]=1[NH:15][C:16]1[CH:21]=[CH:20][C:19]([Cl:22])=[CH:18][C:17]=1[Cl:23].OS(O)(=O)=O.[N:30]([O-])=O.[Na+]. Product: [CH3:1][O:2][C:3]([C:4]1[CH:9]=[C:8]2[C:7](=[C:6]([F:14])[C:5]=1[NH:15][C:16]1[CH:21]=[CH:20][C:19]([Cl:22])=[CH:18][C:17]=1[Cl:23])[N:13]=[N:30][CH:11]=[C:10]2[CH3:12])=[O:24]. The catalyst class is: 249. (4) Reactant: C[O:2][C:3](=[O:35])[CH2:4][CH2:5][CH2:6][NH:7][CH2:8][C:9](=[O:34])[CH2:10][CH2:11][N:12]1[CH2:17][CH2:16][CH:15]([O:18][C:19](=[O:33])[NH:20][C:21]2[CH:26]=[CH:25][CH:24]=[CH:23][C:22]=2[C:27]2[CH:32]=[CH:31][CH:30]=[CH:29][CH:28]=2)[CH2:14][CH2:13]1.[OH-].[Na+].Cl. Product: [C:22]1([C:27]2[CH:28]=[CH:29][CH:30]=[CH:31][CH:32]=2)[CH:23]=[CH:24][CH:25]=[CH:26][C:21]=1[NH:20][C:19]([O:18][CH:15]1[CH2:14][CH2:13][N:12]([CH2:11][CH2:10][C:9]([CH2:8][NH:7][CH2:6][CH2:5][CH2:4][C:3]([OH:35])=[O:2])=[O:34])[CH2:17][CH2:16]1)=[O:33]. The catalyst class is: 1. (5) Reactant: [Br:1][C:2]1[CH:3]=[C:4]([S:8](Cl)(=[O:10])=[O:9])[CH:5]=[CH:6][CH:7]=1.[NH2:12][C:13]1[CH:18]=[CH:17][CH:16]=[CH:15][C:14]=1[S:19]([NH2:22])(=[O:21])=[O:20]. Product: [Br:1][C:2]1[CH:3]=[C:4]([S:8]([NH:12][C:13]2[CH:18]=[CH:17][CH:16]=[CH:15][C:14]=2[S:19]([NH2:22])(=[O:20])=[O:21])(=[O:10])=[O:9])[CH:5]=[CH:6][CH:7]=1. The catalyst class is: 436. (6) Reactant: [C:1]([C:5]1[C:6](=[O:17])[NH:7][C:8]2[C:13]([N:14]=1)=[CH:12][CH:11]=[C:10]([O:15][CH3:16])[CH:9]=2)([CH3:4])([CH3:3])[CH3:2].Br[CH2:19][C:20](=[O:25])[C:21]([CH3:24])([CH3:23])[CH3:22].C(=O)([O-])[O-].[Cs+].[Cs+]. Product: [C:1]([C:5]1[C:6](=[O:17])[N:7]([CH2:19][C:20](=[O:25])[C:21]([CH3:24])([CH3:23])[CH3:22])[C:8]2[C:13]([N:14]=1)=[CH:12][CH:11]=[C:10]([O:15][CH3:16])[CH:9]=2)([CH3:4])([CH3:2])[CH3:3]. The catalyst class is: 3.